From a dataset of Forward reaction prediction with 1.9M reactions from USPTO patents (1976-2016). Predict the product of the given reaction. (1) Given the reactants COC1C=C2C(C(OC3CC4N(C(=O)CCCCCCC=CC5C(C(O)=O)(NC4=O)C5)C3)=CC(C3SC=CN=3)=N2)=CC=1.C([C:46]1[N:47]=[C:48]([C:51]2[CH:60]=[C:59]([O:61][CH:62]3[CH2:80][CH:79]4[N:64]([C:65](=[O:91])[CH2:66][CH2:67][CH2:68][CH2:69][CH2:70][CH2:71][CH:72]=[CH:73][CH:74]5[C:76]([C:82]([NH:84][S:85]([CH:88]6[CH2:90][CH2:89]6)(=[O:87])=[O:86])=[O:83])([NH:77][C:78]4=[O:81])[CH2:75]5)[CH2:63]3)[C:58]3[C:53](=[CH:54][C:55]([O:92][CH3:93])=[CH:56][CH:57]=3)[N:52]=2)[S:49][CH:50]=1)(C)C, predict the reaction product. The product is: [CH3:93][O:92][C:55]1[CH:54]=[C:53]2[C:58]([C:59]([O:61][CH:62]3[CH2:80][CH:79]4[N:64]([C:65](=[O:91])[CH2:66][CH2:67][CH2:68][CH2:69][CH2:70][CH2:71][CH:72]=[CH:73][CH:74]5[C:76]([C:82]([NH:84][S:85]([CH:88]6[CH2:90][CH2:89]6)(=[O:86])=[O:87])=[O:83])([NH:77][C:78]4=[O:81])[CH2:75]5)[CH2:63]3)=[CH:60][C:51]([C:48]3[S:49][CH:50]=[CH:46][N:47]=3)=[N:52]2)=[CH:57][CH:56]=1. (2) Given the reactants [F:1][CH:2]1[CH:6]([NH:7][C:8]2[N:13]=[C:12]([CH3:14])[CH:11]=[C:10]([N:15]3[CH2:20][CH2:19][O:18][CH2:17][CH2:16]3)[N:9]=2)[CH2:5][N:4](C(OCC2C=CC=CC=2)=O)[CH2:3]1, predict the reaction product. The product is: [F:1][CH:2]1[CH2:3][NH:4][CH2:5][CH:6]1[NH:7][C:8]1[N:13]=[C:12]([CH3:14])[CH:11]=[C:10]([N:15]2[CH2:16][CH2:17][O:18][CH2:19][CH2:20]2)[N:9]=1. (3) Given the reactants Br[C:2]1[CH:30]=[CH:29][C:28]([F:31])=[CH:27][C:3]=1[CH2:4][N:5]1[C:10](=[O:11])[C:9]([CH3:12])=[N:8][N:7]=[C:6]1[N:13]1[CH2:18][CH2:17][CH2:16][C@@H:15]([NH:19]C(=O)OC(C)(C)C)[CH2:14]1.C(O)(C(F)(F)F)=O.C([O-])(O)=O.[Na+], predict the reaction product. The product is: [NH2:19][C@@H:15]1[CH2:16][CH2:17][CH2:18][N:13]([C:6]2[N:5]([CH2:4][C:3]3[CH:2]=[CH:30][CH:29]=[C:28]([F:31])[CH:27]=3)[C:10](=[O:11])[C:9]([CH3:12])=[N:8][N:7]=2)[CH2:14]1. (4) Given the reactants Br[C:2]1[CH:3]=[C:4]([CH:9]([C:11]2[S:12][CH:13]=[CH:14][N:15]=2)[OH:10])[CH:5]=[CH:6][C:7]=1[F:8].[Cl:16][C:17]1[N:26]=[C:25](Cl)[C:24]2[C:19](=[CH:20][C:21]([N:28]3[CH2:33][CH2:32][O:31][CH2:30][CH2:29]3)=[CH:22][CH:23]=2)[N:18]=1, predict the reaction product. The product is: [Cl:16][C:17]1[N:26]=[C:25]([C:2]2[CH:3]=[C:4]([CH:9]([C:11]3[S:12][CH:13]=[CH:14][N:15]=3)[OH:10])[CH:5]=[CH:6][C:7]=2[F:8])[C:24]2[C:19](=[CH:20][C:21]([N:28]3[CH2:33][CH2:32][O:31][CH2:30][CH2:29]3)=[CH:22][CH:23]=2)[N:18]=1. (5) Given the reactants [F:1][C:2]1[CH:10]=[C:9]2[C:5]([C:6]([C:12]3[N:13]=[C:14]4[C:20]([C:21](O)=[O:22])=[CH:19][NH:18][C:15]4=[N:16][CH:17]=3)=[N:7][N:8]2[CH3:11])=[CH:4][CH:3]=1.CCN=C=NCCCN(C)C.[NH2:35][C:36]1([CH3:48])[CH2:40][CH2:39][N:38]([C:41]([O:43][C:44]([CH3:47])([CH3:46])[CH3:45])=[O:42])[CH2:37]1, predict the reaction product. The product is: [F:1][C:2]1[CH:10]=[C:9]2[C:5]([C:6]([C:12]3[N:13]=[C:14]4[C:20]([C:21]([NH:35][C:36]5([CH3:48])[CH2:40][CH2:39][N:38]([C:41]([O:43][C:44]([CH3:47])([CH3:46])[CH3:45])=[O:42])[CH2:37]5)=[O:22])=[CH:19][NH:18][C:15]4=[N:16][CH:17]=3)=[N:7][N:8]2[CH3:11])=[CH:4][CH:3]=1. (6) Given the reactants [NH2:1][C:2]1[S:3][CH:4]=[CH:5][C:6]=1[C:7]([O:9][CH3:10])=[O:8].C(N(CC)CC)C.Cl[C:19](=[O:26])[CH2:20][C:21]([O:23][CH2:24][CH3:25])=[O:22], predict the reaction product. The product is: [CH2:24]([O:23][C:21](=[O:22])[CH2:20][C:19]([NH:1][C:2]1[S:3][CH:4]=[CH:5][C:6]=1[C:7]([O:9][CH3:10])=[O:8])=[O:26])[CH3:25]. (7) Given the reactants [NH2:1][C:2]1[CH:10]=[CH:9][CH:8]=[C:7]2[C:3]=1[CH2:4][CH:5]([C:11]([O:13][CH3:14])=[O:12])[CH2:6]2.C(N(CC)C(C)C)(C)C.[Br:24][CH2:25][C:26]1[CH:31]=[CH:30][C:29]([CH:32]([CH:36]2[CH2:40][CH2:39][CH2:38][CH2:37]2)[C:33](Cl)=[O:34])=[CH:28][CH:27]=1.C(=O)(O)[O-].[Na+], predict the reaction product. The product is: [Br:24][CH2:25][C:26]1[CH:31]=[CH:30][C:29]([CH:32]([CH:36]2[CH2:40][CH2:39][CH2:38][CH2:37]2)[C:33]([NH:1][C:2]2[CH:10]=[CH:9][CH:8]=[C:7]3[C:3]=2[CH2:4][CH:5]([C:11]([O:13][CH3:14])=[O:12])[CH2:6]3)=[O:34])=[CH:28][CH:27]=1.